Dataset: Forward reaction prediction with 1.9M reactions from USPTO patents (1976-2016). Task: Predict the product of the given reaction. (1) Given the reactants [OH:1][C@H:2]1[CH2:23][CH2:22][C@@:21]2([CH3:24])[CH:4]([CH2:5][CH2:6][C:7]3[C:8]4[C@:17]([CH3:25])([CH2:18][CH2:19][C:20]=32)[C@@H:11]([C@@H:12]([CH3:16])[CH2:13][CH:14]=O)[CH2:10][CH:9]=4)[C:3]1([CH3:27])[CH3:26].[NH:28]1[CH2:33][CH2:32][CH2:31][CH2:30][CH2:29]1.C(O[BH-](OC(=O)C)OC(=O)C)(=O)C.[Na+], predict the reaction product. The product is: [N:28]1([CH2:14][CH2:13][C@@H:12]([C@@H:11]2[C@:17]3([CH3:25])[C:8]([C:7]4[CH2:6][CH2:5][C@@H:4]5[C@:21]([C:20]=4[CH2:19][CH2:18]3)([CH3:24])[CH2:22][CH2:23][C@H:2]([OH:1])[C:3]5([CH3:27])[CH3:26])=[CH:9][CH2:10]2)[CH3:16])[CH2:33][CH2:32][CH2:31][CH2:30][CH2:29]1. (2) Given the reactants N1C2C(=NC=CC=2)N([O:10][C:11]2[C:12]3[CH:19]=[CH:18][S:17][C:13]=3[N:14]=[CH:15][N:16]=2)N=1.[C:20]1(B(O)O)[CH:25]=[CH:24][CH:23]=[CH:22][CH:21]=1.C([O-])([O-])=O.[Cs+].[Cs+], predict the reaction product. The product is: [O:10]([C:11]1[C:12]2[CH:19]=[CH:18][S:17][C:13]=2[N:14]=[CH:15][N:16]=1)[C:20]1[CH:25]=[CH:24][CH:23]=[CH:22][CH:21]=1. (3) Given the reactants C1CCN2C(=NCCC2)CC1.[CH:12](=[O:19])[C:13]1[CH:18]=[CH:17][CH:16]=[CH:15][CH:14]=1.[CH3:20][C:21]1[CH:26]=[CH:25][CH:24]=[CH:23][C:22]=1[N:27]=[O:28], predict the reaction product. The product is: [OH:28][N:27]([C:22]1[CH:23]=[CH:24][CH:25]=[CH:26][C:21]=1[CH3:20])[C:12](=[O:19])[C:13]1[CH:18]=[CH:17][CH:16]=[CH:15][CH:14]=1. (4) Given the reactants [F:1][C:2]([F:18])([F:17])[S:3][C:4]1[CH:16]=[CH:15][C:7]2[S:8][C:9]([C:11]([O:13]C)=[O:12])=[CH:10][C:6]=2[CH:5]=1.O.[OH-].[Li+].O, predict the reaction product. The product is: [F:18][C:2]([F:1])([F:17])[S:3][C:4]1[CH:16]=[CH:15][C:7]2[S:8][C:9]([C:11]([OH:13])=[O:12])=[CH:10][C:6]=2[CH:5]=1. (5) Given the reactants [C:1]([O:5][C:6]([N:8]1[CH2:13][CH2:12][CH:11]([NH:14][C:15]2[CH:16]=[C:17]([CH:21]=[CH:22][N:23]=2)[C:18](O)=[O:19])[CH2:10][CH2:9]1)=[O:7])([CH3:4])([CH3:3])[CH3:2].CN(C(ON1N=NC2C=CC=NC1=2)=[N+](C)C)C.F[P-](F)(F)(F)(F)F.[NH2:48][CH2:49][C@H:50]([OH:62])[CH2:51][N:52]1[CH2:61][CH2:60][C:59]2[C:54](=[CH:55][CH:56]=[CH:57][CH:58]=2)[CH2:53]1, predict the reaction product. The product is: [CH2:53]1[C:54]2[C:59](=[CH:58][CH:57]=[CH:56][CH:55]=2)[CH2:60][CH2:61][N:52]1[CH2:51][C@@H:50]([OH:62])[CH2:49][NH:48][C:18]([C:17]1[CH:21]=[CH:22][N:23]=[C:15]([NH:14][CH:11]2[CH2:10][CH2:9][N:8]([C:6]([O:5][C:1]([CH3:3])([CH3:2])[CH3:4])=[O:7])[CH2:13][CH2:12]2)[CH:16]=1)=[O:19].